This data is from Forward reaction prediction with 1.9M reactions from USPTO patents (1976-2016). The task is: Predict the product of the given reaction. (1) Given the reactants P(Cl)(Cl)(Cl)=O.C([O:13][C:14]1[CH:19]=[CH:18][C:17]([CH:20]([NH:31][C:32](=O)[C:33]([O:35][CH2:36][CH3:37])=[O:34])[C:21]([C:23]2[CH:28]=[CH:27][C:26]([O:29][CH3:30])=[CH:25][CH:24]=2)=[O:22])=[CH:16][CH:15]=1)C1C=CC=CC=1.[C:39]1([CH3:45])[CH:44]=[CH:43][CH:42]=[CH:41][CH:40]=1, predict the reaction product. The product is: [CH2:45]([O:13][C:14]1[CH:15]=[CH:16][C:17]([C:20]2[N:31]=[C:32]([C:33]([O:35][CH2:36][CH3:37])=[O:34])[O:22][C:21]=2[C:23]2[CH:28]=[CH:27][C:26]([O:29][CH3:30])=[CH:25][CH:24]=2)=[CH:18][CH:19]=1)[C:39]1[CH:44]=[CH:43][CH:42]=[CH:41][CH:40]=1. (2) Given the reactants C(O[C:4]([C:6]1[O:7][C:8]2[CH:15]=[CH:14][C:13]([C:16](=[O:18])[CH3:17])=[C:12]([OH:19])[C:9]=2[C:10]=1[CH3:11])=[O:5])C.CCN=C=NCCCN(C)C.[CH3:31][O:32][C:33](=[O:55])[C@@H:34]([NH:38][S:39]([C:42]1[CH:47]=[CH:46][C:45]([C:48]2[CH:53]=[CH:52][C:51]([NH2:54])=[CH:50][CH:49]=2)=[CH:44][CH:43]=1)(=[O:41])=[O:40])[CH:35]([CH3:37])[CH3:36].CN(C=O)C, predict the reaction product. The product is: [CH3:31][O:32][C:33](=[O:55])[C@@H:34]([NH:38][S:39]([C:42]1[CH:47]=[CH:46][C:45]([C:48]2[CH:49]=[CH:50][C:51]([NH:54][C:4]([C:6]3[O:7][C:8]4[CH:15]=[CH:14][C:13]([C:16](=[O:18])[CH3:17])=[C:12]([OH:19])[C:9]=4[C:10]=3[CH3:11])=[O:5])=[CH:52][CH:53]=2)=[CH:44][CH:43]=1)(=[O:41])=[O:40])[CH:35]([CH3:37])[CH3:36]. (3) Given the reactants [F:1][C:2]1([C:13]2[CH:18]=[CH:17][C:16]([CH:19]=O)=[CH:15][CH:14]=2)[CH2:5][N:4]([C:6]([O:8][C:9]([CH3:12])([CH3:11])[CH3:10])=[O:7])[CH2:3]1.[NH2:21][OH:22].Cl.O, predict the reaction product. The product is: [F:1][C:2]1([C:13]2[CH:18]=[CH:17][C:16]([CH:19]=[N:21][OH:22])=[CH:15][CH:14]=2)[CH2:5][N:4]([C:6]([O:8][C:9]([CH3:12])([CH3:11])[CH3:10])=[O:7])[CH2:3]1.